Task: Predict the product of the given reaction.. Dataset: Forward reaction prediction with 1.9M reactions from USPTO patents (1976-2016) (1) Given the reactants [CH3:1][C:2]1[CH:10]=[CH:9][C:8]([CH3:11])=[CH:7][C:3]=1[C:4]([OH:6])=O.CN(C(ON1N=NC2C=CC=NC1=2)=[N+](C)C)C.F[P-](F)(F)(F)(F)F.CCN(C(C)C)C(C)C.[I-].[CH2:46]([N+:50]1[N:54]=[C:53]([CH3:55])[S:52][C:51]=1[CH3:56])[CH2:47][CH2:48][CH3:49], predict the reaction product. The product is: [CH2:46]([N:50]1[N:54]=[C:53]([CH3:55])[S:52]/[C:51]/1=[CH:56]\[C:4]([C:3]1[CH:7]=[C:8]([CH3:11])[CH:9]=[CH:10][C:2]=1[CH3:1])=[O:6])[CH2:47][CH2:48][CH3:49]. (2) Given the reactants [Br:1][C:2]1[CH:3]=[C:4]([C:8]2([C:15]3[CH:19]=[CH:18][O:17][CH:16]=3)[C:12](=S)S[C:10](=[S:14])[NH:9]2)[CH:5]=[CH:6][CH:7]=1.[NH2:20][CH2:21][CH2:22][CH2:23][NH2:24], predict the reaction product. The product is: [Br:1][C:2]1[CH:3]=[C:4]([C:8]2([C:15]3[CH:19]=[CH:18][O:17][CH:16]=3)[C:12]3=[N:24][CH2:23][CH2:22][CH2:21][N:20]3[C:10](=[S:14])[NH:9]2)[CH:5]=[CH:6][CH:7]=1. (3) Given the reactants [NH2:1][C:2]1[CH:10]=[CH:9][C:5]([C:6]([OH:8])=O)=[CH:4][C:3]=1[N+:11]([O-:13])=[O:12].[NH2:14][C:15]1[CH:23]=[C:22]2[C:18]([CH:19]=[N:20][NH:21]2)=[CH:17][CH:16]=1.CN(C(ON1N=NC2C=CC=CC1=2)=[N+](C)C)C.F[P-](F)(F)(F)(F)F, predict the reaction product. The product is: [NH2:1][C:2]1[CH:10]=[CH:9][C:5]([C:6]([NH:14][C:15]2[CH:23]=[C:22]3[C:18]([CH:19]=[N:20][NH:21]3)=[CH:17][CH:16]=2)=[O:8])=[CH:4][C:3]=1[N+:11]([O-:13])=[O:12]. (4) The product is: [Br:1][C:2]1[CH:3]=[C:4]([C:15]2[CH:16]=[CH:19][N:23]=[C:24]([NH2:26])[N:25]=2)[CH:5]=[CH:6][C:7]=1[O:8][CH2:9][O:10][CH2:11][CH2:12][O:13][CH3:14]. Given the reactants [Br:1][C:2]1[CH:3]=[C:4]([C:15](=O)[CH3:16])[CH:5]=[CH:6][C:7]=1[O:8][CH2:9][O:10][CH2:11][CH2:12][O:13][CH3:14].[O-][CH2:19]C.[Na+].Cl.[NH2:23][C:24]([NH2:26])=[NH:25], predict the reaction product. (5) Given the reactants [OH:1][C:2]1[CH:10]=[CH:9][CH:8]=[C:7]2[C:3]=1[C:4]1([C:24]3[C:15](=[CH:16][C:17]4[O:22][CH2:21][CH2:20][O:19][C:18]=4[CH:23]=3)[O:14][CH2:13]1)[C:5](=[O:12])[N:6]2[CH3:11].[CH2:25](Br)[C:26]1[CH:31]=[CH:30][CH:29]=[CH:28][CH:27]=1.C(=O)([O-])[O-].[Cs+].[Cs+], predict the reaction product. The product is: [CH2:25]([O:1][C:2]1[CH:10]=[CH:9][CH:8]=[C:7]2[C:3]=1[C:4]1([C:24]3[C:15](=[CH:16][C:17]4[O:22][CH2:21][CH2:20][O:19][C:18]=4[CH:23]=3)[O:14][CH2:13]1)[C:5](=[O:12])[N:6]2[CH3:11])[C:26]1[CH:31]=[CH:30][CH:29]=[CH:28][CH:27]=1. (6) The product is: [Br:24][C:4]1[C:3]([CH3:9])=[C:2]([Cl:1])[N:7]=[N:6][C:5]=1[NH2:8]. Given the reactants [Cl:1][C:2]1[N:7]=[N:6][C:5]([NH2:8])=[CH:4][C:3]=1[CH3:9].ClC1N=NC(N)=C(C)C=1.C([O-])(O)=O.[Na+].[Br:24]Br, predict the reaction product. (7) Given the reactants [C:1]([NH:5][C:6]1[S:7][CH2:8][C:9]2([N:25]=1)[C:22]1[CH:21]=[C:20](Br)[CH:19]=[CH:18][C:17]=1[O:16][C:15]1[C:10]2=[CH:11][C:12]([Cl:24])=[CH:13][CH:14]=1)([CH3:4])([CH3:3])[CH3:2].[N:26]1[CH:31]=[C:30](B(O)O)[CH:29]=[N:28][CH:27]=1.C1COCC1.C(=O)([O-])[O-].[K+].[K+], predict the reaction product. The product is: [C:1]([NH:5][C:6]1[S:7][CH2:8][C:9]2([N:25]=1)[C:10]1[CH:11]=[C:12]([Cl:24])[CH:13]=[CH:14][C:15]=1[O:16][C:17]1[C:22]2=[CH:21][C:20]([C:30]2[CH:31]=[N:26][CH:27]=[N:28][CH:29]=2)=[CH:19][CH:18]=1)([CH3:4])([CH3:3])[CH3:2].